Dataset: CYP2C9 inhibition data for predicting drug metabolism from PubChem BioAssay. Task: Regression/Classification. Given a drug SMILES string, predict its absorption, distribution, metabolism, or excretion properties. Task type varies by dataset: regression for continuous measurements (e.g., permeability, clearance, half-life) or binary classification for categorical outcomes (e.g., BBB penetration, CYP inhibition). Dataset: cyp2c9_veith. (1) The result is 0 (non-inhibitor). The molecule is Clc1ccc2c(NCCNC3CCCCC3)ccnc2c1. (2) The molecule is Cn1cc(C(F)(F)F)nc1-c1ccc(OC[C@@H](O)CNCCOc2ccc(O)c(C(N)=O)c2)cc1. The result is 0 (non-inhibitor). (3) The molecule is CCNc1nc(NCC)nc(ON=C(C)C)n1. The result is 0 (non-inhibitor).